This data is from HIV replication inhibition screening data with 41,000+ compounds from the AIDS Antiviral Screen. The task is: Binary Classification. Given a drug SMILES string, predict its activity (active/inactive) in a high-throughput screening assay against a specified biological target. (1) The compound is COCOc1c(C(O[Si](C)(C)C(C)(C)C)c2cnc(Sc3ccccc3)n2C)ccc(OC)c1OC. The result is 0 (inactive). (2) The compound is CN1C(=O)c2c(c3c4ccccc4n(C4OC(CO)C(O)C(O)C4O)c3c3[nH]c4ccccc4c23)C1=O. The result is 0 (inactive). (3) The molecule is CN=C(c1ccc(NC(=O)c2ccc(C(=O)Nc3ccc(C(=NC)N4CCOCC4)cc3)c(Cl)c2)cc1)N1CCOCC1. The result is 0 (inactive). (4) The compound is COc1cccc(C=NNC(=O)C[NH+](C)C)c1O.[Cl-]. The result is 0 (inactive). (5) The molecule is c1cc(-c2ccc(-c3ccc(-c4ccc(-c5cccc6nsnc56)[nH]4)c4nsnc34)[nH]2)c2nsnc2c1. The result is 0 (inactive). (6) The compound is N#CC(=Cc1ccc2ccccc2c1)c1ccccc1. The result is 0 (inactive). (7) The molecule is NNC(=S)NN=CC(Cl)=C(Cl)C(=O)O. The result is 0 (inactive). (8) The drug is c1noc2c1CCCC2.c1onc2c1CCCC2. The result is 0 (inactive). (9) The molecule is CNC(=O)N(C(C)(C)C)S(=O)(=O)c1ccc(Cl)cc1. The result is 0 (inactive).